From a dataset of Retrosynthesis with 50K atom-mapped reactions and 10 reaction types from USPTO. Predict the reactants needed to synthesize the given product. (1) Given the product Cc1ccc(C2=NNC(=O)CC2)cc1OCC1CO1, predict the reactants needed to synthesize it. The reactants are: Cc1ccc(C2=NNC(=O)CC2)cc1O.ClCC1CO1. (2) Given the product COc1cc2c(=O)c(-c3ccc(C4(N)CCC4)cc3)c(-c3ccccc3)oc2cc1C, predict the reactants needed to synthesize it. The reactants are: COc1cc2c(=O)c(-c3ccc(C4(NC(=O)OC(C)(C)C)CCC4)cc3)c(-c3ccccc3)oc2cc1C.